This data is from Forward reaction prediction with 1.9M reactions from USPTO patents (1976-2016). The task is: Predict the product of the given reaction. (1) Given the reactants [F:1][C:2]1[CH:3]=[CH:4][C:5]([O:10][CH:11]2[CH2:16][CH2:15][O:14][CH2:13][CH2:12]2)=[C:6]([CH:9]=1)[CH:7]=O.[Li+].C[Si]([N-:22][Si](C)(C)C)(C)C.[C:27](Cl)(=[O:29])[CH3:28].Cl[Si:32]([CH2:37]C)([CH2:35]C)[CH2:33]C, predict the reaction product. The product is: [F:1][C:2]1[CH:3]=[CH:4][C:5]([O:10][CH:11]2[CH2:16][CH2:15][O:14][CH2:13][CH2:12]2)=[C:6]([CH:7]=[N:22][C:27]([O:29][Si:32]([CH3:37])([CH3:35])[CH3:33])=[CH2:28])[CH:9]=1. (2) Given the reactants [CH2:1]([O:3][C:4]1[CH:5]=[C:6]([CH:9]=[CH:10][C:11]=1[O:12][CH:13]([CH3:15])[CH3:14])[CH:7]=O)[CH3:2].C[Si]([C:20]#[N:21])(C)C.[NH3:22], predict the reaction product. The product is: [NH2:22][CH:7]([C:6]1[CH:9]=[CH:10][C:11]([O:12][CH:13]([CH3:15])[CH3:14])=[C:4]([O:3][CH2:1][CH3:2])[CH:5]=1)[C:20]#[N:21]. (3) Given the reactants [CH3:1][N:2]([CH3:16])/[CH:3]=[CH:4]/[C:5]([C:7]1[N:11]([CH:12]([CH3:14])[CH3:13])[C:10]([CH3:15])=[N:9][CH:8]=1)=[O:6].[F:17][B-](F)(F)F.F[B-](F)(F)F.ClC[N+]12CC[N+](F)(CC1)CC2, predict the reaction product. The product is: [CH3:16][N:2]([CH3:1])/[CH:3]=[C:4](\[F:17])/[C:5]([C:7]1[N:11]([CH:12]([CH3:13])[CH3:14])[C:10]([CH3:15])=[N:9][CH:8]=1)=[O:6]. (4) Given the reactants Cl[C:2]1[N:11]=[C:10]([NH:12][CH2:13][CH2:14][NH:15][C:16](=[O:22])[O:17][C:18]([CH3:21])([CH3:20])[CH3:19])[C:9]2[C:4](=[CH:5][CH:6]=[C:7]([CH3:23])[CH:8]=2)[N:3]=1.[S:24]1[C:30]2[CH:31]=[CH:32][CH:33]=[CH:34][C:29]=2[CH2:28][NH:27][CH2:26][CH2:25]1.C(N(CC)CC)C, predict the reaction product. The product is: [S:24]1[C:30]2[CH:31]=[CH:32][CH:33]=[CH:34][C:29]=2[CH2:28][N:27]([C:2]2[N:11]=[C:10]([NH:12][CH2:13][CH2:14][NH:15][C:16](=[O:22])[O:17][C:18]([CH3:21])([CH3:20])[CH3:19])[C:9]3[C:4](=[CH:5][CH:6]=[C:7]([CH3:23])[CH:8]=3)[N:3]=2)[CH2:26][CH2:25]1.